This data is from NCI-60 drug combinations with 297,098 pairs across 59 cell lines. The task is: Regression. Given two drug SMILES strings and cell line genomic features, predict the synergy score measuring deviation from expected non-interaction effect. (1) Drug 1: CC1CC2CCC3C(=C)CC(O3)CCC45CC6C(O4)C7C(O6)C(O5)C8C(O7)CCC(O8)CC(=O)CC9C(CC(C1=C)O2)OC(C9OC)CC(CN)O.CS(=O)(=O)O. Drug 2: CC1C(C(CC(O1)OC2CC(CC3=C2C(=C4C(=C3O)C(=O)C5=CC=CC=C5C4=O)O)(C(=O)C)O)N)O. Cell line: CCRF-CEM. Synergy scores: CSS=41.7, Synergy_ZIP=-9.34, Synergy_Bliss=-11.9, Synergy_Loewe=-5.77, Synergy_HSA=-4.74. (2) Drug 1: CN1C(=O)N2C=NC(=C2N=N1)C(=O)N. Drug 2: C1CN(CCN1C(=O)CCBr)C(=O)CCBr. Cell line: HL-60(TB). Synergy scores: CSS=59.3, Synergy_ZIP=7.04, Synergy_Bliss=0.588, Synergy_Loewe=-31.0, Synergy_HSA=-11.6. (3) Cell line: HOP-92. Synergy scores: CSS=-5.11, Synergy_ZIP=1.39, Synergy_Bliss=-2.88, Synergy_Loewe=-7.83, Synergy_HSA=-7.57. Drug 1: CS(=O)(=O)C1=CC(=C(C=C1)C(=O)NC2=CC(=C(C=C2)Cl)C3=CC=CC=N3)Cl. Drug 2: CCN(CC)CCNC(=O)C1=C(NC(=C1C)C=C2C3=C(C=CC(=C3)F)NC2=O)C. (4) Drug 1: CCCS(=O)(=O)NC1=C(C(=C(C=C1)F)C(=O)C2=CNC3=C2C=C(C=N3)C4=CC=C(C=C4)Cl)F. Drug 2: C1C(C(OC1N2C=C(C(=O)NC2=O)F)CO)O. Cell line: U251. Synergy scores: CSS=43.7, Synergy_ZIP=-1.83, Synergy_Bliss=-4.08, Synergy_Loewe=-32.6, Synergy_HSA=-2.85.